This data is from Reaction yield outcomes from USPTO patents with 853,638 reactions. The task is: Predict the reaction yield, written as a fraction of the theoretical maximum amount of product (1.0 means a 100% yield; for example, 0.34 means a 34% yield). The reactants are [F:1][C:2]1[CH:20]=[C:19]([N+:21]([O-])=O)[CH:18]=[CH:17][C:3]=1[O:4][C:5]1[C:6]2[N:13]([CH2:14][O:15][CH3:16])[CH:12]=[CH:11][C:7]=2[N:8]=[CH:9][N:10]=1. The catalyst is C(O)(=O)C.[Fe]. The product is [F:1][C:2]1[CH:20]=[C:19]([NH2:21])[CH:18]=[CH:17][C:3]=1[O:4][C:5]1[C:6]2[N:13]([CH2:14][O:15][CH3:16])[CH:12]=[CH:11][C:7]=2[N:8]=[CH:9][N:10]=1. The yield is 0.230.